From a dataset of Catalyst prediction with 721,799 reactions and 888 catalyst types from USPTO. Predict which catalyst facilitates the given reaction. (1) Reactant: [C:1]([C:5]1[CH:6]=[C:7]([CH:30]=[CH:31][CH:32]=1)[CH2:8][NH:9][C@@H:10]1[C@@H:15]([OH:16])[C@H:14]([CH2:17][C:18]2[CH:23]=[CH:22][C:21]([N+:24]([O-:26])=[O:25])=[C:20](F)[CH:19]=2)[CH2:13][S:12](=[O:29])(=[O:28])[CH2:11]1)([CH3:4])([CH3:3])[CH3:2].[F:33][C:34]([F:38])([F:37])[CH2:35][OH:36].C([O-])([O-])=O.[K+].[K+]. Product: [C:1]([C:5]1[CH:6]=[C:7]([CH:30]=[CH:31][CH:32]=1)[CH2:8][NH:9][C@@H:10]1[C@@H:15]([OH:16])[C@H:14]([CH2:17][C:18]2[CH:23]=[CH:22][C:21]([N+:24]([O-:26])=[O:25])=[C:20]([O:36][CH2:35][C:34]([F:38])([F:37])[F:33])[CH:19]=2)[CH2:13][S:12](=[O:29])(=[O:28])[CH2:11]1)([CH3:2])([CH3:3])[CH3:4]. The catalyst class is: 31. (2) Reactant: [Bi:1].[Na].C1C2C(=CC=CC=2)C=CC=1.[Sb].[CH3:14][Si:15]([CH3:18])([CH3:17])Cl. Product: [CH3:14][Si:15]([Bi:1]([Si:15]([CH3:18])([CH3:17])[CH3:14])[Si:15]([CH3:18])([CH3:17])[CH3:14])([CH3:18])[CH3:17]. The catalyst class is: 1. (3) Reactant: [CH3:1][C:2](=[CH2:13])[CH2:3][N:4]1[C:11](=[O:12])[CH2:10][CH2:9][C@H:5]1[C:6]([OH:8])=O.ON1C2C=CC=CC=2N=N1.[Cl:24][C:25]1[CH:30]=[C:29]([F:31])[CH:28]=[CH:27][C:26]=1[CH2:32][NH2:33].Cl.CN(C)CCCN=C=NCC. Product: [Cl:24][C:25]1[CH:30]=[C:29]([F:31])[CH:28]=[CH:27][C:26]=1[CH2:32][NH:33][C:6](=[O:8])[C@@H:5]1[CH2:9][CH2:10][C:11](=[O:12])[N:4]1[CH2:3][C:2]([CH3:1])=[CH2:13]. The catalyst class is: 4. (4) Reactant: Br[C:2]1[CH:3]=[C:4]([CH:12]=[CH:13][CH:14]=1)[CH2:5][C:6]1[O:10][N:9]=[C:8]([CH3:11])[N:7]=1.[Cl-].[C:16]([O:20][C:21](=[O:24])[CH2:22][Zn+])([CH3:19])([CH3:18])[CH3:17]. Product: [CH3:11][C:8]1[N:7]=[C:6]([CH2:5][C:4]2[CH:3]=[C:2]([CH2:22][C:21]([O:20][C:16]([CH3:19])([CH3:18])[CH3:17])=[O:24])[CH:14]=[CH:13][CH:12]=2)[O:10][N:9]=1. The catalyst class is: 12. (5) Reactant: [F:1][C:2]1[CH:7]=[CH:6][C:5]([S:8](Cl)(=[O:10])=[O:9])=[CH:4][CH:3]=1.N1C=CC=CC=1.[NH2:18][CH:19]([CH2:22][CH3:23])[CH2:20][CH3:21].O. Product: [F:1][C:2]1[CH:7]=[CH:6][C:5]([S:8]([NH:18][CH:19]([CH2:22][CH3:23])[CH2:20][CH3:21])(=[O:10])=[O:9])=[CH:4][CH:3]=1. The catalyst class is: 4. (6) Reactant: [Cl:1][C:2]1[N:10]=[C:9]2[C:5]([N:6]=[CH:7][N:8]2[CH:11]2[CH2:15][CH2:14][CH2:13][CH2:12]2)=[C:4](Cl)[N:3]=1.[C:17]1([NH:23][CH2:24][CH2:25][NH2:26])[CH:22]=[CH:21][CH:20]=[CH:19][CH:18]=1. Product: [Cl:1][C:2]1[N:10]=[C:9]2[C:5]([N:6]=[CH:7][N:8]2[CH:11]2[CH2:15][CH2:14][CH2:13][CH2:12]2)=[C:4]([NH:26][CH2:25][CH2:24][NH:23][C:17]2[CH:22]=[CH:21][CH:20]=[CH:19][CH:18]=2)[N:3]=1. The catalyst class is: 66. (7) Reactant: [CH2:1]([N:8]1[CH2:12][CH:11]([C:13]2[CH:18]=[CH:17][C:16]([Cl:19])=[CH:15][CH:14]=2)[CH:10]([NH:20][CH3:21])[CH2:9]1)[C:2]1[CH:7]=[CH:6][CH:5]=[CH:4][CH:3]=1.CCN(CC)CC.[CH3:41][C:40]([O:39][C:37](O[C:37]([O:39][C:40]([CH3:43])([CH3:42])[CH3:41])=[O:38])=[O:38])([CH3:43])[CH3:42]. Product: [C:40]([O:39][C:37](=[O:38])[N:20]([CH:10]1[CH:11]([C:13]2[CH:18]=[CH:17][C:16]([Cl:19])=[CH:15][CH:14]=2)[CH2:12][N:8]([CH2:1][C:2]2[CH:7]=[CH:6][CH:5]=[CH:4][CH:3]=2)[CH2:9]1)[CH3:21])([CH3:41])([CH3:42])[CH3:43]. The catalyst class is: 64. (8) Reactant: [NH2:1][C@H:2]([C:7]([OH:9])=[O:8])[C@H:3]([CH2:5][CH3:6])[CH3:4].[OH-].[Na+].Cl[C:13]([O:15][CH3:16])=[O:14]. Product: [CH3:16][O:15][C:13]([NH:1][C@@H:2]([C@@H:3]([CH3:4])[CH2:5][CH3:6])[C:7]([OH:9])=[O:8])=[O:14]. The catalyst class is: 12. (9) Reactant: [OH:1][CH2:2][C:3]1[CH:10]=[CH:9][C:6]([C:7]#[N:8])=[CH:5][CH:4]=1.Cl.[NH2:12][OH:13].C([O-])(O)=O.[Na+]. Product: [OH:13][N:12]=[C:7]([NH2:8])[C:6]1[CH:9]=[CH:10][C:3]([CH2:2][OH:1])=[CH:4][CH:5]=1. The catalyst class is: 5.